From a dataset of Reaction yield outcomes from USPTO patents with 853,638 reactions. Predict the reaction yield, written as a fraction of the theoretical maximum amount of product (1.0 means a 100% yield; for example, 0.34 means a 34% yield). (1) The reactants are Cl[C:2]1[C:7]([C:8](=O)[CH3:9])=[CH:6][CH:5]=[CH:4][N:3]=1.O.[NH2:12][NH2:13]. The catalyst is C(O)CCC. The product is [CH3:9][C:8]1[C:7]2[C:2](=[N:3][CH:4]=[CH:5][CH:6]=2)[NH:13][N:12]=1. The yield is 0.720. (2) The reactants are [NH2:1][C:2]1[CH:3]=[C:4]([CH:21]=[CH:22][CH:23]=1)[O:5][C:6]1[CH:7]=[CH:8][C:9]2[N:10]([CH:12]=[C:13]([NH:15][C:16]([CH:18]3[CH2:20][CH2:19]3)=[O:17])[N:14]=2)[N:11]=1.[F:24][C:25]1[CH:33]=[CH:32][C:28]([C:29](O)=[O:30])=[CH:27][C:26]=1[C:34]([F:37])([F:36])[F:35].ON1C2C=CC=CC=2N=N1.Cl.C(N=C=NCCCN(C)C)C. The catalyst is CN(C)C=O. The product is [CH:18]1([C:16]([NH:15][C:13]2[N:14]=[C:9]3[CH:8]=[CH:7][C:6]([O:5][C:4]4[CH:3]=[C:2]([NH:1][C:29](=[O:30])[C:28]5[CH:32]=[CH:33][C:25]([F:24])=[C:26]([C:34]([F:37])([F:35])[F:36])[CH:27]=5)[CH:23]=[CH:22][CH:21]=4)=[N:11][N:10]3[CH:12]=2)=[O:17])[CH2:20][CH2:19]1. The yield is 0.760.